Dataset: Reaction yield outcomes from USPTO patents with 853,638 reactions. Task: Predict the reaction yield, written as a fraction of the theoretical maximum amount of product (1.0 means a 100% yield; for example, 0.34 means a 34% yield). (1) The reactants are [CH3:1][C:2]1[O:6][N:5]=[C:4]([C:7]2[CH:12]=[CH:11][CH:10]=[CH:9][CH:8]=2)[C:3]=1[CH2:13][O:14][C:15]1[CH:23]=[CH:22][C:18]([C:19]([OH:21])=O)=[CH:17][N:16]=1.[CH:24]([NH2:27])([CH3:26])[CH3:25]. No catalyst specified. The product is [CH:24]([NH:27][C:19](=[O:21])[C:18]1[CH:22]=[CH:23][C:15]([O:14][CH2:13][C:3]2[C:4]([C:7]3[CH:8]=[CH:9][CH:10]=[CH:11][CH:12]=3)=[N:5][O:6][C:2]=2[CH3:1])=[N:16][CH:17]=1)([CH3:26])[CH3:25]. The yield is 0.970. (2) The reactants are Br[C:2]1[CH:7]=[C:6]([C:8]([CH3:11])([CH3:10])[CH3:9])[C:5]([N+:12]([O-:14])=[O:13])=[CH:4][C:3]=1[NH2:15].CCN(CC)CC.[CH3:23][Si:24]([C:27]#[CH:28])([CH3:26])[CH3:25]. The catalyst is C1(C)C=CC=CC=1.O.Cl[Pd](Cl)([P](C1C=CC=CC=1)(C1C=CC=CC=1)C1C=CC=CC=1)[P](C1C=CC=CC=1)(C1C=CC=CC=1)C1C=CC=CC=1.[Cu]I. The product is [C:8]([C:6]1[C:5]([N+:12]([O-:14])=[O:13])=[CH:4][C:3]([NH:15][C:28]#[C:27][Si:24]([CH3:26])([CH3:25])[CH3:23])=[CH:2][CH:7]=1)([CH3:11])([CH3:10])[CH3:9]. The yield is 0.810.